Dataset: NCI-60 drug combinations with 297,098 pairs across 59 cell lines. Task: Regression. Given two drug SMILES strings and cell line genomic features, predict the synergy score measuring deviation from expected non-interaction effect. Drug 1: CCCCC(=O)OCC(=O)C1(CC(C2=C(C1)C(=C3C(=C2O)C(=O)C4=C(C3=O)C=CC=C4OC)O)OC5CC(C(C(O5)C)O)NC(=O)C(F)(F)F)O. Drug 2: CCCCCOC(=O)NC1=NC(=O)N(C=C1F)C2C(C(C(O2)C)O)O. Cell line: SF-539. Synergy scores: CSS=14.0, Synergy_ZIP=-3.88, Synergy_Bliss=-7.59, Synergy_Loewe=-9.40, Synergy_HSA=-5.86.